This data is from Forward reaction prediction with 1.9M reactions from USPTO patents (1976-2016). The task is: Predict the product of the given reaction. (1) Given the reactants O1CCOCC1.[OH-].[Li+].[CH:9]1([C:14]([N:16]2[CH2:21][CH:20]([C:22]3[CH:27]=[CH:26][C:25]([CH:28]([CH3:30])[CH3:29])=[CH:24][CH:23]=3)[CH2:19][CH:18]([C:31]([O:33]CC)=[O:32])[CH2:17]2)=[O:15])[CH2:13][CH2:12][CH2:11][CH2:10]1, predict the reaction product. The product is: [CH:9]1([C:14]([N:16]2[CH2:21][CH:20]([C:22]3[CH:23]=[CH:24][C:25]([CH:28]([CH3:29])[CH3:30])=[CH:26][CH:27]=3)[CH2:19][CH:18]([C:31]([OH:33])=[O:32])[CH2:17]2)=[O:15])[CH2:10][CH2:11][CH2:12][CH2:13]1. (2) Given the reactants [Cl:1][C:2]1[CH:29]=[CH:28][C:5]2[N:6]([C:25](=[O:27])[CH3:26])[CH2:7][C:8]3[CH:15]=[CH:14][C:13](B4OC(C)(C)C(C)(C)O4)=[CH:12][C:9]=3[CH2:10][CH2:11][C:4]=2[CH:3]=1.Br[C:31]1[CH:39]=[CH:38][CH:37]=[CH:36][C:32]=1[C:33]([NH2:35])=[O:34].C([O-])([O-])=O.[Na+].[Na+], predict the reaction product. The product is: [C:25]([N:6]1[CH2:7][C:8]2[CH:15]=[CH:14][C:13]([C:31]3[CH:39]=[CH:38][CH:37]=[CH:36][C:32]=3[C:33]([NH2:35])=[O:34])=[CH:12][C:9]=2[CH2:10][CH2:11][C:4]2[CH:3]=[C:2]([Cl:1])[CH:29]=[CH:28][C:5]1=2)(=[O:27])[CH3:26]. (3) Given the reactants [Cl:1][C:2]1[CH:3]=[N:4][C:5]2[NH:6][C:7]3[CH:8]=[CH:9][C:10]([N:28]4[CH2:33][CH2:32][N:31]([CH3:34])[CH2:30][CH2:29]4)=[C:11]([CH:27]=3)[CH:12]=[CH:13][C:14]3[CH:22]=[C:18]([NH:19][C:20]=1[N:21]=2)[C:17](C(OC)=O)=[CH:16][CH:15]=3.COC(=O)C1C=CC(Br)=CC=1NC1C(Cl)=CN=C(NC2C=CC(N3CCN(C)CC3)=C(C=C)C=2)N=1, predict the reaction product. The product is: [Cl:1][C:2]1[CH:3]=[N:4][C:5]2[NH:6][C:7]3[CH:8]=[CH:9][C:10]([N:28]4[CH2:29][CH2:30][N:31]([CH3:34])[CH2:32][CH2:33]4)=[C:11]([CH:27]=3)[CH:12]=[CH:13][C:14]3[CH:22]=[C:18]([NH:19][C:20]=1[N:21]=2)[CH:17]=[CH:16][CH:15]=3. (4) The product is: [F:23][C:18]1[CH:19]=[CH:20][CH:21]=[CH:22][C:17]=1[C:4]1[C:5]2[CH:16]=[CH:15][CH:14]=[CH:13][C:6]=2[N:7]([CH:10]([CH3:12])[CH3:11])[C:8](=[O:9])[CH:2]([NH:1][C:50](=[O:51])[C@H:49]([CH2:48][C:47]2[CH:56]=[CH:57][C:58]([Cl:59])=[C:45]([Cl:44])[CH:46]=2)[CH2:53][CH:54]=[CH2:55])[N:3]=1. Given the reactants [NH2:1][CH:2]1[C:8](=[O:9])[N:7]([CH:10]([CH3:12])[CH3:11])[C:6]2[CH:13]=[CH:14][CH:15]=[CH:16][C:5]=2[C:4]([C:17]2[CH:22]=[CH:21][CH:20]=[CH:19][C:18]=2[F:23])=[N:3]1.N[C@@H]1C(=O)N(C)C2C=CC=CC=2C(C2C=CC=CC=2)=N1.[Cl:44][C:45]1[CH:46]=[C:47]([CH:56]=[CH:57][C:58]=1[Cl:59])[CH2:48][C@H:49]([CH2:53][CH:54]=[CH2:55])[C:50](O)=[O:51], predict the reaction product. (5) Given the reactants [C:1]([O:4][CH:5]([CH2:21][N:22]1[CH2:26][CH2:25][CH2:24][CH2:23]1)[CH2:6][O:7][C:8]1[CH:17]=[C:16]2[C:11]([C:12](=O)[NH:13][CH:14]=[N:15]2)=[CH:10][C:9]=1[O:19][CH3:20])(=[O:3])[CH3:2].CN(C=O)C.S(Cl)([Cl:34])=O, predict the reaction product. The product is: [Cl:34][C:12]1[C:11]2[C:16](=[CH:17][C:8]([O:7][CH2:6][CH:5]([O:4][C:1](=[O:3])[CH3:2])[CH2:21][N:22]3[CH2:26][CH2:25][CH2:24][CH2:23]3)=[C:9]([O:19][CH3:20])[CH:10]=2)[N:15]=[CH:14][N:13]=1. (6) The product is: [Br:10][C:8]1[C:3]([O:2][CH3:1])=[CH:4][C:5]([NH2:9])=[N:6][CH:7]=1. Given the reactants [CH3:1][O:2][C:3]1[CH:8]=[CH:7][N:6]=[C:5]([NH2:9])[CH:4]=1.[Br:10]Br, predict the reaction product. (7) Given the reactants [C:1]([O:5][C:6](=[O:16])[NH:7][C:8]1[CH:13]=[CH:12][N:11]=[C:10]([Cl:14])[C:9]=1I)([CH3:4])([CH3:3])[CH3:2].C(N(CC)CC)C.[CH:24]#[C:25][CH3:26], predict the reaction product. The product is: [Cl:14][C:10]1[C:9]([C:24]#[C:25][CH3:26])=[C:8]([NH:7][C:6](=[O:16])[O:5][C:1]([CH3:4])([CH3:3])[CH3:2])[CH:13]=[CH:12][N:11]=1.